From a dataset of Catalyst prediction with 721,799 reactions and 888 catalyst types from USPTO. Predict which catalyst facilitates the given reaction. (1) The catalyst class is: 19. Reactant: [CH:1]1[C:10]2[C:5](=[CH:6][C:7]([N:11]3[C:19]4[CH:18]=[CH:17][C:16]([CH3:20])=[CH:15][C:14]=4[C:13]4[CH2:21][N:22]([CH3:25])[CH2:23][CH2:24][C:12]3=4)=[CH:8][CH:9]=2)[CH:4]=[CH:3][N:2]=1.[CH:26]([O-])=[O:27].[NH4+]. Product: [CH3:25][N:22]1[CH2:23][CH2:24][C:12]2[N:11]([C:7]3[CH:6]=[C:5]4[C:10](=[CH:9][CH:8]=3)[CH2:1][N:2]([CH:26]=[O:27])[CH2:3][CH2:4]4)[C:19]3[CH:18]=[CH:17][C:16]([CH3:20])=[CH:15][C:14]=3[C:13]=2[CH2:21]1. (2) Reactant: C([NH:5][C:6]1[CH:11]=[C:10]([Cl:12])[N:9]=[C:8]([O:13][CH:14]2[CH2:19][CH2:18][CH2:17][N:16]([CH3:20])[CH2:15]2)[N:7]=1)(C)(C)C.S(=O)(=O)(O)O.N. Product: [Cl:12][C:10]1[N:9]=[C:8]([O:13][CH:14]2[CH2:19][CH2:18][CH2:17][N:16]([CH3:20])[CH2:15]2)[N:7]=[C:6]([NH2:5])[CH:11]=1. The catalyst class is: 4. (3) Reactant: [Cl:1][C:2]1[CH:7]=[CH:6][C:5]([S:8]([N:11]2[CH:16]3[CH2:17][CH2:18][CH2:19][CH:12]2[CH2:13][C:14](=[O:20])[CH2:15]3)(=[O:10])=[O:9])=[CH:4][CH:3]=1.C([N-]C(C)C)(C)C.[Li+].[C:29](#N)[C:30](C)=[O:31]. Product: [C:30]([CH:15]1[C:14](=[O:20])[CH2:13][CH:12]2[N:11]([S:8]([C:5]3[CH:4]=[CH:3][C:2]([Cl:1])=[CH:7][CH:6]=3)(=[O:9])=[O:10])[CH:16]1[CH2:17][CH2:18][CH2:19]2)(=[O:31])[CH3:29]. The catalyst class is: 1.